This data is from Forward reaction prediction with 1.9M reactions from USPTO patents (1976-2016). The task is: Predict the product of the given reaction. (1) Given the reactants [C:1]([O:5][C:6](=[O:23])[NH:7][C:8]1[CH:13]=[CH:12][C:11]([C:14]#[C:15][C:16]2[CH:21]=[CH:20][CH:19]=[CH:18][CH:17]=2)=[CH:10][C:9]=1[NH2:22])([CH3:4])([CH3:3])[CH3:2].CC1(C)[O:30][C:29](=O)[CH:28]=[C:27]([C:32]2[CH:37]=[CH:36][CH:35]=[C:34]([N+:38]([O-:40])=[O:39])[CH:33]=2)[O:26]1, predict the reaction product. The product is: [C:1]([O:5][C:6](=[O:23])[NH:7][C:8]1[CH:13]=[CH:12][C:11]([C:14]#[C:15][C:16]2[CH:17]=[CH:18][CH:19]=[CH:20][CH:21]=2)=[CH:10][C:9]=1[NH:22][C:29](=[O:30])[CH2:28][C:27]([C:32]1[CH:37]=[CH:36][CH:35]=[C:34]([N+:38]([O-:40])=[O:39])[CH:33]=1)=[O:26])([CH3:4])([CH3:2])[CH3:3]. (2) Given the reactants CC(C)([O-])C.[Na+].Cl.[OH:8][CH:9]1[CH2:12][NH:11][CH2:10]1.Br[C:14]1[CH:19]=[CH:18][CH:17]=[CH:16][CH:15]=1.C1(P(C2C=CC=CC=2)C2C=CC3C(=CC=CC=3)C=2C2C3C(=CC=CC=3)C=CC=2P(C2C=CC=CC=2)C2C=CC=CC=2)C=CC=CC=1, predict the reaction product. The product is: [C:14]1([N:11]2[CH2:12][CH:9]([OH:8])[CH2:10]2)[CH:19]=[CH:18][CH:17]=[CH:16][CH:15]=1. (3) Given the reactants [CH:1]([N:4]1[C:8]([C:9]2[CH:10]=[C:11]3[C:16](=[CH:17][C:18]=2[C:19]([F:22])([F:21])[F:20])[NH:15][C:14](=[O:23])[N:13]([NH:24][S:25]([CH3:28])(=[O:27])=[O:26])[C:12]3=[O:29])=[CH:7][CH:6]=[N:5]1)([CH3:3])[CH3:2].Cl[C:31]([O:33][CH2:34][CH2:35][CH2:36][CH3:37])=[O:32], predict the reaction product. The product is: [CH2:34]([O:33][C:31](=[O:32])[N:24]([N:13]1[C:12](=[O:29])[C:11]2[C:16](=[CH:17][C:18]([C:19]([F:21])([F:22])[F:20])=[C:9]([C:8]3[N:4]([CH:1]([CH3:3])[CH3:2])[N:5]=[CH:6][CH:7]=3)[CH:10]=2)[NH:15][C:14]1=[O:23])[S:25]([CH3:28])(=[O:26])=[O:27])[CH2:35][CH2:36][CH3:37].